This data is from Reaction yield outcomes from USPTO patents with 853,638 reactions. The task is: Predict the reaction yield, written as a fraction of the theoretical maximum amount of product (1.0 means a 100% yield; for example, 0.34 means a 34% yield). (1) The reactants are [N:1]1[C:6]([C:7]([OH:9])=[O:8])=[CH:5][CH:4]=[CH:3][C:2]=1[C:10]([OH:12])=[O:11].[CH2:13](O)[C:14]1[CH:19]=[CH:18][CH:17]=[CH:16][CH:15]=1.OS(O)(=O)=O. The catalyst is O. The product is [CH2:13]([O:11][C:10]([C:2]1[N:1]=[C:6]([C:7]([OH:9])=[O:8])[CH:5]=[CH:4][CH:3]=1)=[O:12])[C:14]1[CH:19]=[CH:18][CH:17]=[CH:16][CH:15]=1. The yield is 0.300. (2) The reactants are [CH:1]([C:3]1[CH:18]=[CH:17][C:6]([O:7][C:8]2[CH:16]=[CH:15][C:11]([C:12]([OH:14])=O)=[CH:10][N:9]=2)=[CH:5][CH:4]=1)=[O:2].C(Cl)CCl.[CH:23]1[CH:24]=[CH:25]C2N(O)N=[N:29][C:27]=2[CH:28]=1.N1CCCCC1. The catalyst is C(Cl)Cl. The product is [N:29]1([C:12]([C:11]2[CH:15]=[CH:16][C:8]([O:7][C:6]3[CH:5]=[CH:4][C:3]([CH:1]=[O:2])=[CH:18][CH:17]=3)=[N:9][CH:10]=2)=[O:14])[CH2:25][CH2:24][CH2:23][CH2:28][CH2:27]1. The yield is 0.450. (3) The catalyst is O1CCOCC1.O. The reactants are C([O:3][C:4]([C:6]1[C:7]([CH3:23])=[N:8][C:9]([NH:13][CH2:14][CH2:15][C:16]2[CH:21]=[CH:20][C:19]([OH:22])=[CH:18][CH:17]=2)=[N:10][C:11]=1[CH3:12])=[O:5])C.O.[OH-].[Li+]. The product is [OH:22][C:19]1[CH:20]=[CH:21][C:16]([CH2:15][CH2:14][NH:13][C:9]2[N:8]=[C:7]([CH3:23])[C:6]([C:4]([OH:5])=[O:3])=[C:11]([CH3:12])[N:10]=2)=[CH:17][CH:18]=1. The yield is 1.00. (4) The reactants are O[CH2:2][C:3]1[N:7]([C:8]2[CH:9]=[C:10]([C:14]3[CH2:15][C:16](=[O:33])[NH:17][C:18]4[CH:24]=[C:23]([C:25]#[N:26])[C:22]([N:27]([CH2:29][CH:30]([CH3:32])[CH3:31])[CH3:28])=[CH:21][C:19]=4[N:20]=3)[CH:11]=[CH:12][CH:13]=2)[N:6]=[N:5][CH:4]=1.S(Cl)(Cl)=O.[Cl-].[NH:39]1[CH2:43][CH2:42][CH2:41][CH2:40]1. The catalyst is ClCCl.CN(C=O)C. The product is [CH2:29]([N:27]([CH3:28])[C:22]1[C:23]([C:25]#[N:26])=[CH:24][C:18]2[NH:17][C:16](=[O:33])[CH2:15][C:14]([C:10]3[CH:11]=[CH:12][CH:13]=[C:8]([N:7]4[C:3]([CH2:2][N:39]5[CH2:43][CH2:42][CH2:41][CH2:40]5)=[CH:4][N:5]=[N:6]4)[CH:9]=3)=[N:20][C:19]=2[CH:21]=1)[CH:30]([CH3:31])[CH3:32]. The yield is 0.630. (5) The reactants are [Br:1][C:2]1[CH:7]=[C:6](F)[CH:5]=[CH:4][C:3]=1[N+:9]([O-:11])=[O:10].C([O-])([O-])=O.[K+].[K+].Cl.[CH:19]12[NH:25][CH:22]([CH2:23][CH2:24]1)[CH2:21][CH2:20]2. The catalyst is CS(C)=O.O. The product is [Br:1][C:2]1[CH:7]=[C:6]([N:25]2[CH:19]3[CH2:24][CH2:23][CH:22]2[CH2:21][CH2:20]3)[CH:5]=[CH:4][C:3]=1[N+:9]([O-:11])=[O:10]. The yield is 0.780. (6) The reactants are [C:1]([CH2:3][N:4]1[C:12]2[CH2:11][C:10]([F:14])([F:13])[CH2:9][CH2:8][C:7]=2[CH:6]=[C:5]1[C:15]([O:17][CH2:18][CH3:19])=[O:16])#[N:2].[BH4-].[Na+]. The catalyst is C(O)C. The product is [NH2:2][CH2:1][CH2:3][N:4]1[C:12]2[CH2:11][C:10]([F:14])([F:13])[CH2:9][CH2:8][C:7]=2[CH:6]=[C:5]1[C:15]([O:17][CH2:18][CH3:19])=[O:16]. The yield is 0.210. (7) The reactants are [CH3:1][N:2]1[C:6]([N:7]2[CH2:12][CH2:11][CH2:10][C@H:9]([NH:13]C(=O)OC(C)(C)C)[CH2:8]2)=[C:5]([NH2:21])[CH:4]=[N:3]1.C(OC([NH:29][C:30]1[S:34][C:33]([C:35]2[CH:40]=[CH:39][CH:38]=[CH:37][C:36]=2[F:41])=[N:32][C:31]=1[C:42](O)=[O:43])=O)(C)(C)C.CN(C(ON1N=NC2C=CC=NC1=2)=[N+](C)C)C.F[P-](F)(F)(F)(F)F. No catalyst specified. The product is [NH2:29][C:30]1[S:34][C:33]([C:35]2[CH:40]=[CH:39][CH:38]=[CH:37][C:36]=2[F:41])=[N:32][C:31]=1[C:42]([NH:21][C:5]1[CH:4]=[N:3][N:2]([CH3:1])[C:6]=1[N:7]1[CH2:12][CH2:11][CH2:10][C@H:9]([NH2:13])[CH2:8]1)=[O:43]. The yield is 0.130. (8) The reactants are Cl.Cl.Cl.[NH2:4][CH2:5][CH2:6][N:7]1[CH2:14][CH:13]2[O:15][CH:9]([CH2:10][N:11]([CH2:16][CH2:17][O:18][C:19]3[CH:26]=[CH:25][C:22]([C:23]#[N:24])=[CH:21][CH:20]=3)[CH2:12]2)[CH2:8]1.[CH3:27][C:28]1[C:32]([S:33](Cl)(=[O:35])=[O:34])=[C:31]([CH3:37])[O:30][N:29]=1.C(N(CC)CC)C. The catalyst is C(Cl)Cl. The product is [C:23]([C:22]1[CH:21]=[CH:20][C:19]([O:18][CH2:17][CH2:16][N:11]2[CH2:10][CH:9]3[O:15][CH:13]([CH2:14][N:7]([CH2:6][CH2:5][NH:4][S:33]([C:32]4[C:28]([CH3:27])=[N:29][O:30][C:31]=4[CH3:37])(=[O:35])=[O:34])[CH2:8]3)[CH2:12]2)=[CH:26][CH:25]=1)#[N:24]. The yield is 0.170. (9) The reactants are [CH3:1][C:2]1[CH:7]([OH:8])[CH2:6][CH2:5][C:4]([CH3:10])([CH3:9])[C:3]=1/[CH:11]=[CH:12]/[C:13](/[CH3:23])=[CH:14]\[CH:15]=[CH:16]\[C:17](\[CH3:22])=[CH:18]\[C:19]([OH:21])=[O:20].CC(OI1(OC(C)=O)(OC(C)=O)OC(=O)C2C=CC=CC1=2)=O.C([O-])(O)=O.[Na+].[O-]S([O-])=O.[Na+].[Na+]. The catalyst is C(Cl)Cl.CCOCC. The product is [CH3:1][C:2]1[C:7](=[O:8])[CH2:6][CH2:5][C:4]([CH3:9])([CH3:10])[C:3]=1/[CH:11]=[CH:12]/[C:13](/[CH3:23])=[CH:14]\[CH:15]=[CH:16]\[C:17](\[CH3:22])=[CH:18]\[C:19]([OH:21])=[O:20]. The yield is 0.900.